The task is: Predict the reaction yield, written as a fraction of the theoretical maximum amount of product (1.0 means a 100% yield; for example, 0.34 means a 34% yield).. This data is from Reaction yield outcomes from USPTO patents with 853,638 reactions. (1) The reactants are [C:1]([NH:5][C:6]([C:8]1[C:16]2[C:11](=[N:12][CH:13]=[C:14]([C:17]3[C:25]4[C:20](=[CH:21][CH:22]=[C:23]([O:26][CH:27]([F:29])[F:28])[CH:24]=4)[NH:19][N:18]=3)[N:15]=2)[N:10]([CH2:30][O:31][CH2:32][CH2:33][Si:34]([CH3:37])([CH3:36])[CH3:35])[CH:9]=1)=[O:7])([CH3:4])([CH3:3])[CH3:2].Cl[CH2:39][CH2:40][CH2:41][N:42]1[CH2:46][CH2:45][C:44]([F:48])([F:47])[CH2:43]1.C(=O)([O-])[O-].[Cs+].[Cs+]. The catalyst is CN(C)C=O. The product is [C:1]([NH:5][C:6]([C:8]1[C:16]2[C:11](=[N:12][CH:13]=[C:14]([C:17]3[C:25]4[C:20](=[CH:21][CH:22]=[C:23]([O:26][CH:27]([F:28])[F:29])[CH:24]=4)[N:19]([CH2:39][CH2:40][CH2:41][N:42]4[CH2:46][CH2:45][C:44]([F:48])([F:47])[CH2:43]4)[N:18]=3)[N:15]=2)[N:10]([CH2:30][O:31][CH2:32][CH2:33][Si:34]([CH3:37])([CH3:36])[CH3:35])[CH:9]=1)=[O:7])([CH3:4])([CH3:3])[CH3:2]. The yield is 0.720. (2) The reactants are [Br:1][C:2]1[C:8]([F:9])=[CH:7][C:5]([NH2:6])=[C:4]([N+:10]([O-])=O)[CH:3]=1.[Cl-].[NH4+]. The catalyst is C1COCC1.CCO.O.[Fe]. The product is [Br:1][C:2]1[CH:3]=[C:4]([NH2:10])[C:5]([NH2:6])=[CH:7][C:8]=1[F:9]. The yield is 0.810. (3) The yield is 0.320. The reactants are [NH2:1][C:2]1[CH:7]=[CH:6][CH:5]=[C:4]([Cl:8])[C:3]=1[CH2:9]O.[CH3:11][C:12]1[CH:17]=[C:16]([C:18]([CH3:20])=O)[CH:15]=[C:14]([CH3:21])[CH:13]=1.[OH-].[K+]. The catalyst is C1(C)C=CC=CC=1. The product is [Cl:8][C:4]1[CH:5]=[CH:6][CH:7]=[C:2]2[C:3]=1[CH:9]=[CH:20][C:18]([C:16]1[CH:17]=[C:12]([CH3:11])[CH:13]=[C:14]([CH3:21])[CH:15]=1)=[N:1]2. (4) The reactants are [Br:1][C:2]1[S:10][C:9]2[C:4](=[N:5][CH:6]=[CH:7][C:8]=2Cl)[CH:3]=1.C(=O)([O-])[O-].[K+].[K+].[F:18][C:19]1[CH:24]=[C:23]([N+:25]([O-:27])=[O:26])[CH:22]=[CH:21][C:20]=1[OH:28]. The catalyst is C1(OC2C=CC=CC=2)C=CC=CC=1.C(Cl)Cl. The product is [Br:1][C:2]1[S:10][C:9]2[C:4](=[N:5][CH:6]=[CH:7][C:8]=2[O:28][C:20]2[CH:21]=[CH:22][C:23]([N+:25]([O-:27])=[O:26])=[CH:24][C:19]=2[F:18])[CH:3]=1. The yield is 0.710. (5) The reactants are [NH2:1][C:2]1[N:10]=[CH:9][N:8]=[C:7]2[C:3]=1[N:4]=[CH:5][N:6]2[C:11]1[CH:16]=[CH:15][C:14]([NH:17][C:18]([NH:20][C:21]2[CH:26]=[CH:25][C:24]([Cl:27])=[C:23]([C:28]([F:31])([F:30])[F:29])[CH:22]=2)=[O:19])=[CH:13][CH:12]=1.C([O-])(=O)C.[Na+].[Br:37]Br.O. The catalyst is C(O)(=O)C. The product is [NH2:1][C:2]1[N:10]=[CH:9][N:8]=[C:7]2[C:3]=1[N:4]=[CH:5][N:6]2[C:11]1[CH:12]=[CH:13][C:14]([NH:17][C:18]([NH:20][C:21]2[CH:26]=[CH:25][C:24]([Cl:27])=[C:23]([C:28]([F:30])([F:31])[F:29])[CH:22]=2)=[O:19])=[C:15]([Br:37])[CH:16]=1. The yield is 0.930. (6) The reactants are [CH3:1][C:2]([OH:7])([CH3:6])[CH2:3][CH2:4][OH:5].[N+:8]([C:11]1[CH:18]=[CH:17][CH:16]=[C:15]([N+]([O-])=O)[C:12]=1[C:13]#[N:14])([O-:10])=[O:9]. No catalyst specified. The product is [OH:7][C:2]([CH3:6])([CH3:1])[CH2:3][CH2:4][O:5][C:15]1[CH:16]=[CH:17][CH:18]=[C:11]([N+:8]([O-:10])=[O:9])[C:12]=1[C:13]#[N:14]. The yield is 0.810. (7) The reactants are [Br:1][C:2]1[CH:3]=[C:4]2[C:8](=[CH:9][CH:10]=1)[C:7](=O)[CH2:6][CH2:5]2.Cl.[O:13]([NH2:15])[CH3:14].N1C=CC=CC=1.C(=O)([O-])O.[Na+]. The catalyst is C(O)C. The product is [CH3:14][O:13][N:15]=[C:7]1[C:8]2[C:4](=[CH:3][C:2]([Br:1])=[CH:10][CH:9]=2)[CH2:5][CH2:6]1. The yield is 0.970.